From a dataset of Experimentally validated miRNA-target interactions with 360,000+ pairs, plus equal number of negative samples. Binary Classification. Given a miRNA mature sequence and a target amino acid sequence, predict their likelihood of interaction. The miRNA is mmu-miR-3095-5p with sequence AAGCUUUCUCAUCUGUGACACU. The protein sequence of the target gene is MALASGPARRALAGSGQLGLGGFGAPRRGAYEWGVRSTRKSEPPPLDRVYEIPGLEPITFAGKMHFVPWLARPIFPPWDRGYKDPRFYRSPPLHEHPLYKDQACYIFHHRCRLLEGVKQALWLTKTKLIEGLPEKVLSLVDDPRNHIENQDECVLNVISHARLWQTTEEIPKRETYCPVIVDNLIQLCKSQILKHPSLARRICVQNSTFSATWNRESLLLQVRGSGGARLSTKDPLPTIASREEIEATKNHVLETFYPISPIIDLHECNIYDVKNDTGFQEGYPYPYPHTLYLLDKANLR.... Result: 0 (no interaction).